This data is from Catalyst prediction with 721,799 reactions and 888 catalyst types from USPTO. The task is: Predict which catalyst facilitates the given reaction. (1) Reactant: [BH4-].[Na+].[CH2:3](COC)[O:4]C.[F:9][C:10]1[C:18]([F:19])=[C:17](C(O)=O)[C:16]([F:23])=[C:15]([F:24])[C:11]=1[C:12]([OH:14])=O.Cl. Product: [F:24][C:15]1([CH2:3][OH:4])[C:16]([F:23])=[CH:17][C:18]([F:19])=[C:10]([F:9])[CH:11]1[CH2:12][OH:14]. The catalyst class is: 226. (2) Reactant: C([O:4][C:5]1[CH:10]=[CH:9][CH:8]=[CH:7][C:6]=1[C:11](=[O:20])[NH:12][C:13]1[CH:18]=[CH:17][CH:16]=[C:15]([F:19])[CH:14]=1)(=O)C. Product: [F:19][C:15]1[CH:14]=[C:13]([NH:12][C:11](=[O:20])[C:6]2[CH:7]=[CH:8][CH:9]=[CH:10][C:5]=2[OH:4])[CH:18]=[CH:17][CH:16]=1. The catalyst class is: 33. (3) Reactant: [CH2:1]([O:3][C:4]1[CH:9]=[CH:8][C:7]([C:10]2[CH:18]=[CH:17][CH:16]=[C:15]3[C:11]=2[CH2:12][CH2:13][C:14]3=[O:19])=[C:6]([OH:20])[C:5]=1[O:21][CH3:22])[CH3:2].C(=O)([O-])[O-].[K+].[K+].Br[CH2:30][C:31]1[CH:36]=[CH:35][C:34]([S:37]([CH3:40])(=[O:39])=[O:38])=[CH:33][CH:32]=1. Product: [CH2:1]([O:3][C:4]1[CH:9]=[CH:8][C:7]([C:10]2[CH:18]=[CH:17][CH:16]=[C:15]3[C:11]=2[CH2:12][CH2:13][C:14]3=[O:19])=[C:6]([O:20][CH2:30][C:31]2[CH:32]=[CH:33][C:34]([S:37]([CH3:40])(=[O:39])=[O:38])=[CH:35][CH:36]=2)[C:5]=1[O:21][CH3:22])[CH3:2]. The catalyst class is: 10. (4) Reactant: Cl.[NH2:2][CH2:3][C:4]1[CH:12]=[CH:11][CH:10]=[C:9]2[C:5]=1[CH2:6][N:7]([CH:14]1[CH2:19][CH2:18][C:17](=[O:20])[NH:16][C:15]1=[O:21])[C:8]2=[O:13].[C:22](Cl)(=[O:31])[C:23]1[CH:28]=[CH:27][CH:26]=[C:25]([O:29][CH3:30])[CH:24]=1.C(N(CC)CC)C. Product: [O:21]=[C:15]1[CH:14]([N:7]2[CH2:6][C:5]3[C:9](=[CH:10][CH:11]=[CH:12][C:4]=3[CH2:3][NH:2][C:22](=[O:31])[C:23]3[CH:28]=[CH:27][CH:26]=[C:25]([O:29][CH3:30])[CH:24]=3)[C:8]2=[O:13])[CH2:19][CH2:18][C:17](=[O:20])[NH:16]1. The catalyst class is: 1. (5) Reactant: C(Cl)(=O)C(Cl)=O.[OH:7][CH:8]1[CH2:13][CH2:12][CH2:11][N:10]([C:14]([O:16][C:17]([CH3:20])([CH3:19])[CH3:18])=[O:15])[CH2:9]1.CN(C)C.[Cl-].[NH4+]. Product: [O:7]=[C:8]1[CH2:13][CH2:12][CH2:11][N:10]([C:14]([O:16][C:17]([CH3:20])([CH3:19])[CH3:18])=[O:15])[CH2:9]1. The catalyst class is: 583. (6) Reactant: [Br:1][C:2]1[CH:3]=[CH:4][C:5]([F:16])=[C:6]([C@:8]2([CH3:15])[CH2:13][S:12][CH2:11][C:10]([NH2:14])=[N:9]2)[CH:7]=1.C(N(CC)CC)C.[CH3:24][O:25][C:26]1[CH:47]=[CH:46][C:29]([C:30](Cl)([C:39]2[CH:44]=[CH:43][CH:42]=[CH:41][CH:40]=2)[C:31]2[CH:36]=[CH:35][C:34]([O:37][CH3:38])=[CH:33][CH:32]=2)=[CH:28][CH:27]=1. Product: [CH3:38][O:37][C:34]1[CH:33]=[CH:32][C:31]([C:30]([C:29]2[CH:28]=[CH:27][C:26]([O:25][CH3:24])=[CH:47][CH:46]=2)([C:39]2[CH:44]=[CH:43][CH:42]=[CH:41][CH:40]=2)[NH:14][C:10]2[CH2:11][S:12][CH2:13][C@:8]([C:6]3[CH:7]=[C:2]([Br:1])[CH:3]=[CH:4][C:5]=3[F:16])([CH3:15])[N:9]=2)=[CH:36][CH:35]=1. The catalyst class is: 4. (7) The catalyst class is: 381. Product: [F:1][C:2]1[CH:3]=[C:4]([C:9]2[CH:14]=[CH:13][C:12]([C:15]([NH:17][C@H:18]([C:31]([OH:33])=[O:32])[CH2:19][CH2:20][C:21]([OH:23])=[O:22])=[O:16])=[C:11]([NH:41][C:42]([NH:44][C:45]3[C:50]([CH3:51])=[CH:49][C:48]([CH3:52])=[CH:47][C:46]=3[CH3:53])=[O:43])[CH:10]=2)[CH:5]=[CH:6][C:7]=1[F:8]. Reactant: [F:1][C:2]1[CH:3]=[C:4]([C:9]2[CH:14]=[CH:13][C:12]([C:15]([NH:17][C@H:18]([C:31]([O:33]CC3C=CC=CC=3)=[O:32])[CH2:19][CH2:20][C:21]([O:23]CC3C=CC=CC=3)=[O:22])=[O:16])=[C:11]([NH:41][C:42]([NH:44][C:45]3[C:50]([CH3:51])=[CH:49][C:48]([CH3:52])=[CH:47][C:46]=3[CH3:53])=[O:43])[CH:10]=2)[CH:5]=[CH:6][C:7]=1[F:8].[H][H]. (8) Reactant: [C:1]1([C:7]([C:12]2[CH:17]=[CH:16][CH:15]=[CH:14][CH:13]=2)([CH3:11])[C:8]([OH:10])=O)[CH:6]=[CH:5][CH:4]=[CH:3][CH:2]=1.[S:18]1[CH:22]=[CH:21][CH:20]=[C:19]1[CH2:23][CH2:24][NH2:25].C(N(CC)CC)C.CCN=C=NCCCN(C)C. Product: [C:12]1([C:7]([C:1]2[CH:2]=[CH:3][CH:4]=[CH:5][CH:6]=2)([CH3:11])[C:8]([NH:25][CH2:24][CH2:23][C:19]2[S:18][CH:22]=[CH:21][CH:20]=2)=[O:10])[CH:17]=[CH:16][CH:15]=[CH:14][CH:13]=1. The catalyst class is: 64. (9) Reactant: [N+](C1C=CC([C:10]2[CH:22]=[C:21]([C:23]([O-])=[O:24])[C:20]3[C:19]4[C:14](=[CH:15][CH:16]=[CH:17][CH:18]=4)[N:13]([CH2:26][C:27]4[CH:32]=[CH:31][CH:30]=[CH:29][CH:28]=4)[C:12]=3[C:11]=2[O:33][CH2:34][CH3:35])=CC=1)([O-])=O.[Cl:36][C:37]1[CH:38]=[N:39][CH:40]=[C:41]([Cl:44])[C:42]=1[NH2:43].[H-].[Na+].Cl. Product: [Cl:36][C:37]1[CH:38]=[N:39][CH:40]=[C:41]([Cl:44])[C:42]=1[NH:43][C:23]([C:21]1[C:20]2[C:19]3[C:14](=[CH:15][CH:16]=[CH:17][CH:18]=3)[N:13]([CH2:26][C:27]3[CH:28]=[CH:29][CH:30]=[CH:31][CH:32]=3)[C:12]=2[C:11]([O:33][CH2:34][CH3:35])=[CH:10][CH:22]=1)=[O:24]. The catalyst class is: 3. (10) The catalyst class is: 20. Product: [F:1][C:2]1[CH:3]=[C:4]([N:14]2[CH2:18][C@H:17]([CH2:19][NH:20][C:32](=[O:33])[CH2:31][CH2:30][C:29]([C:26]3[CH:25]=[CH:24][C:23]([Cl:22])=[CH:28][CH:27]=3)=[O:35])[O:16][C:15]2=[O:21])[CH:5]=[CH:6][C:7]=1[N:8]1[CH2:9][CH2:10][O:11][CH2:12][CH2:13]1. Reactant: [F:1][C:2]1[CH:3]=[C:4]([N:14]2[CH2:18][C@H:17]([CH2:19][NH2:20])[O:16][C:15]2=[O:21])[CH:5]=[CH:6][C:7]=1[N:8]1[CH2:13][CH2:12][O:11][CH2:10][CH2:9]1.[Cl:22][C:23]1[CH:28]=[CH:27][C:26]([C:29](=[O:35])[CH2:30][CH2:31][C:32](O)=[O:33])=[CH:25][CH:24]=1.C1C=CC2N(O)N=NC=2C=1.Cl.CN(C)CCCN=C=NCC.